Dataset: Full USPTO retrosynthesis dataset with 1.9M reactions from patents (1976-2016). Task: Predict the reactants needed to synthesize the given product. (1) Given the product [CH3:19][C:11]1[C:12]([N:14]([CH3:18])[CH2:15][CH2:16][CH3:17])=[CH:13][C:8]2[N:7]=[C:23]([C:25]3[CH:30]=[CH:29][CH:28]=[C:27]([C:31]4[O:35][N:34]=[C:33]([CH3:36])[CH:32]=4)[CH:26]=3)[CH2:22][C:21](=[O:37])[NH:20][C:9]=2[CH:10]=1, predict the reactants needed to synthesize it. The reactants are: C(OC(=O)[NH:7][C:8]1[CH:13]=[C:12]([N:14]([CH3:18])[CH2:15][CH2:16][CH3:17])[C:11]([CH3:19])=[CH:10][C:9]=1[NH:20][C:21](=[O:37])[CH2:22][C:23]([C:25]1[CH:30]=[CH:29][CH:28]=[C:27]([C:31]2[O:35][N:34]=[C:33]([CH3:36])[CH:32]=2)[CH:26]=1)=O)(C)(C)C.C(O)(C(F)(F)F)=O. (2) Given the product [CH3:18][CH:17]([CH3:19])[CH2:16][CH2:15][NH:14][CH2:13][C:8]1[CH:7]=[CH:6][CH:5]=[C:4]2[C:9]=1[CH:10]=[CH:11][CH:12]=[C:3]2[OH:2], predict the reactants needed to synthesize it. The reactants are: C[O:2][C:3]1[CH:12]=[CH:11][CH:10]=[C:9]2[C:4]=1[CH:5]=[CH:6][CH:7]=[C:8]2[CH2:13][NH:14][CH2:15][CH2:16][CH:17]([CH3:19])[CH3:18].B(Br)(Br)Br.C([O-])(O)=O.[Na+].CCOC(C)=O. (3) Given the product [CH3:24][O:25][C:26](=[O:53])[C@@H:27]([NH:32][C:33]([N:35]1[CH2:41][C@H:40]([OH:42])[C@@H:39]([NH:43][C:44](=[O:51])[C@@H:45]([NH:50][C:21]([C:13]2[O:12][C:16]3[CH:17]=[CH:18][CH:19]=[CH:20][C:15]=3[CH:14]=2)=[O:23])[CH2:46][CH:47]([CH3:48])[CH3:49])[CH2:38][CH2:37][C@H:36]1[CH3:52])=[O:34])[CH2:28][CH:29]([CH3:31])[CH3:30], predict the reactants needed to synthesize it. The reactants are: CN(C)CCCN=C=NCC.[O:12]1[C:16]2[CH:17]=[CH:18][CH:19]=[CH:20][C:15]=2[CH:14]=[C:13]1[C:21]([OH:23])=O.[CH3:24][O:25][C:26](=[O:53])[C@@H:27]([NH:32][C:33]([N:35]1[CH2:41][CH:40]([OH:42])[C@@H:39]([NH:43][C:44](=[O:51])[C@@H:45]([NH2:50])[CH2:46][CH:47]([CH3:49])[CH3:48])[CH2:38][CH2:37][C@H:36]1[CH3:52])=[O:34])[CH2:28][CH:29]([CH3:31])[CH3:30].C(N(C(C)C)CC)(C)C.OC1C2N=NNC=2C=CC=1. (4) The reactants are: [Br:1][C:2]1[C:9]([F:10])=[CH:8][C:5]([C:6]#[N:7])=[C:4]([O:11][C@@H:12]([C:16]2[CH:21]=[CH:20][CH:19]=[CH:18][CH:17]=2)[CH2:13][CH2:14]Cl)[CH:3]=1.[N-:22]=[N+:23]=[N-:24].[Na+]. Given the product [N:22]([CH2:14][CH2:13][C@@H:12]([O:11][C:4]1[CH:3]=[C:2]([Br:1])[C:9]([F:10])=[CH:8][C:5]=1[C:6]#[N:7])[C:16]1[CH:21]=[CH:20][CH:19]=[CH:18][CH:17]=1)=[N+:23]=[N-:24], predict the reactants needed to synthesize it. (5) Given the product [Cl:5][C:6]1[CH:11]=[CH:10][C:9]([CH2:12][CH2:13][C:14]#[N:15])=[C:8]([OH:16])[CH:7]=1, predict the reactants needed to synthesize it. The reactants are: B(Br)(Br)Br.[Cl:5][C:6]1[CH:11]=[CH:10][C:9]([CH2:12][CH2:13][C:14]#[N:15])=[C:8]([O:16]C)[CH:7]=1.